Dataset: Peptide-MHC class II binding affinity with 134,281 pairs from IEDB. Task: Regression. Given a peptide amino acid sequence and an MHC pseudo amino acid sequence, predict their binding affinity value. This is MHC class II binding data. (1) The peptide sequence is QAVLTATNFFGINTI. The MHC is DRB3_0202 with pseudo-sequence DRB3_0202. The binding affinity (normalized) is 0.707. (2) The peptide sequence is ADEEQQQALSSQMGF. The MHC is DRB1_0101 with pseudo-sequence DRB1_0101. The binding affinity (normalized) is 0.384. (3) The MHC is DRB1_0404 with pseudo-sequence DRB1_0404. The peptide sequence is RTEIDKPSQHHHHHH. The binding affinity (normalized) is 0.0372. (4) The peptide sequence is LPWTSGATTETPTWN. The MHC is DRB1_1302 with pseudo-sequence DRB1_1302. The binding affinity (normalized) is 0.0806. (5) The peptide sequence is YFFPVIFSKASDSLQL. The MHC is DRB1_0101 with pseudo-sequence DRB1_0101. The binding affinity (normalized) is 0.490. (6) The peptide sequence is PEFSELFAAFPSFAG. The MHC is DRB1_0101 with pseudo-sequence DRB1_0101. The binding affinity (normalized) is 0.761. (7) The peptide sequence is RTKGTMRASALILIE. The MHC is HLA-DQA10102-DQB10501 with pseudo-sequence HLA-DQA10102-DQB10501. The binding affinity (normalized) is 0.661. (8) The peptide sequence is VATLSEALRIIAGTL. The MHC is HLA-DPA10301-DPB10402 with pseudo-sequence HLA-DPA10301-DPB10402. The binding affinity (normalized) is 0.434. (9) The peptide sequence is SAIRAAPEAARSLAS. The MHC is DRB1_1101 with pseudo-sequence DRB1_1101. The binding affinity (normalized) is 0.548.